This data is from Catalyst prediction with 721,799 reactions and 888 catalyst types from USPTO. The task is: Predict which catalyst facilitates the given reaction. Product: [CH3:1][O:2][C:3]1[C:11]([O:12][CH3:13])=[CH:10][C:6]([C:7]([NH2:17])=[O:8])=[C:5]([N+:14]([O-:16])=[O:15])[CH:4]=1. Reactant: [CH3:1][O:2][C:3]1[C:11]([O:12][CH3:13])=[CH:10][C:6]([C:7](O)=[O:8])=[C:5]([N+:14]([O-:16])=[O:15])[CH:4]=1.[NH4+:17].[OH-]. The catalyst class is: 820.